This data is from Catalyst prediction with 721,799 reactions and 888 catalyst types from USPTO. The task is: Predict which catalyst facilitates the given reaction. (1) Reactant: [CH3:1][CH:2]1[CH2:6][CH2:5][CH2:4][NH:3]1.Cl[CH2:8][CH2:9][CH2:10][O:11][C:12]1[CH:17]=[CH:16][C:15]([C:18]2[O:19][C:20]([C:24]([N:26]([CH2:30][CH:31]3[CH2:33][CH2:32]3)[CH2:27][CH2:28][CH3:29])=[O:25])=[C:21]([CH3:23])[N:22]=2)=[CH:14][CH:13]=1.C(=O)([O-])[O-].[K+].[K+].[I-].[Na+]. Product: [CH:31]1([CH2:30][N:26]([CH2:27][CH2:28][CH3:29])[C:24]([C:20]2[O:19][C:18]([C:15]3[CH:14]=[CH:13][C:12]([O:11][CH2:10][CH2:9][CH2:8][N:3]4[CH2:4][CH2:5][CH2:6][CH:2]4[CH3:1])=[CH:17][CH:16]=3)=[N:22][C:21]=2[CH3:23])=[O:25])[CH2:33][CH2:32]1. The catalyst class is: 10. (2) Reactant: [CH3:1][C:2]1[N:3]=[C:4]([C:9]2[CH:14]=[CH:13][C:12]([C:15]([F:18])([F:17])[F:16])=[CH:11][CH:10]=2)[O:5][C:6]=1[CH:7]=[O:8].[CH3:19][Mg]Br.[Cl-].[NH4+]. Product: [CH3:1][C:2]1[N:3]=[C:4]([C:9]2[CH:10]=[CH:11][C:12]([C:15]([F:18])([F:16])[F:17])=[CH:13][CH:14]=2)[O:5][C:6]=1[CH:7]([OH:8])[CH3:19]. The catalyst class is: 1. (3) Reactant: ClC(Cl)(Cl)C([N:5]1[CH2:10][CH2:9][N:8]([C:11]2[CH:16]=[C:15]([S:17]([N:20]3[C:28]4[C:23](=[CH:24][CH:25]=[C:26]([Cl:29])[CH:27]=4)[CH:22]=[CH:21]3)(=[O:19])=[O:18])[CH:14]=[CH:13][C:12]=2[O:30][CH2:31][C:32]([F:37])([F:36])[CH:33]([F:35])[F:34])[CH2:7][CH2:6]1)=O.[OH-].[K+]. Product: [Cl:29][C:26]1[CH:27]=[C:28]2[C:23]([CH:22]=[CH:21][N:20]2[S:17]([C:15]2[CH:14]=[CH:13][C:12]([O:30][CH2:31][C:32]([F:36])([F:37])[CH:33]([F:34])[F:35])=[C:11]([N:8]3[CH2:7][CH2:6][NH:5][CH2:10][CH2:9]3)[CH:16]=2)(=[O:18])=[O:19])=[CH:24][CH:25]=1. The catalyst class is: 1. (4) Reactant: [Cl:1][C:2]1[CH:8]=[CH:7][CH:6]=[CH:5][C:3]=1[NH2:4].Cl[C:10]([O:12][CH2:13][CH3:14])=[O:11].Cl. Product: [Cl:1][C:2]1[CH:8]=[CH:7][CH:6]=[CH:5][C:3]=1[NH:4][C:10](=[O:11])[O:12][CH2:13][CH3:14]. The catalyst class is: 17. (5) Reactant: [Cl:29][C:26]1[CH:27]=[CH:28][C:23]([S:22][S:22][C:23]2[CH:28]=[CH:27][C:26]([Cl:29])=[CH:25][C:24]=2[NH:30][S:31]([C:34]2[O:35][C:36]3[CH:42]=[CH:41][CH:40]=[CH:39][C:37]=3[CH:38]=2)(=[O:33])=[O:32])=[C:24]([NH:30][S:31]([C:34]2[O:35][C:36]3[CH:42]=[CH:41][CH:40]=[CH:39][C:37]=3[CH:38]=2)(=[O:33])=[O:32])[CH:25]=1.C([O-])(O)=O.[Na+].C1(P(C2C=CC=CC=2)C2C=CC=CC=2)C=CC=CC=1.Br[CH2:68][C:69]([OH:71])=[O:70]. Product: [O:35]1[C:36]2[CH:42]=[CH:41][CH:40]=[CH:39][C:37]=2[CH:38]=[C:34]1[S:31]([NH:30][C:24]1[CH:25]=[C:26]([Cl:29])[CH:27]=[CH:28][C:23]=1[S:22][CH2:68][C:69]([OH:71])=[O:70])(=[O:33])=[O:32]. The catalyst class is: 135. (6) Reactant: S(=O)(=O)(O)O.[I:6][CH2:7][CH2:8][CH2:9][C:10]([OH:12])=[O:11].[CH2:13]=[C:14]([CH3:16])[CH3:15].C(=O)(O)[O-].[Na+]. Product: [I:6][CH2:7][CH2:8][CH2:9][C:10]([O:12][C:14]([CH3:16])([CH3:15])[CH3:13])=[O:11]. The catalyst class is: 12. (7) Reactant: [F:1][C:2]1[CH:7]=[CH:6][CH:5]=[C:4]([F:8])[C:3]=1[N:9]1[C:13]([S:14]([C:17]2[CH:22]=[CH:21][CH:20]=[CH:19][CH:18]=2)(=[O:16])=[O:15])=[CH:12][C:11]([C:23]([O:25]CC)=O)=[N:10]1.[CH3:28][NH2:29].CO. Product: [F:8][C:4]1[CH:5]=[CH:6][CH:7]=[C:2]([F:1])[C:3]=1[N:9]1[C:13]([S:14]([C:17]2[CH:18]=[CH:19][CH:20]=[CH:21][CH:22]=2)(=[O:15])=[O:16])=[CH:12][C:11]([C:23]([NH:29][CH3:28])=[O:25])=[N:10]1. The catalyst class is: 5. (8) Reactant: O.[OH-].[Li+].[Cl:4][C:5]1[C:6]([O:30][CH2:31][O:32][CH3:33])=[CH:7][C:8]([O:26][CH2:27][O:28][CH3:29])=[C:9]([CH:25]=1)[C:10]([N:12]1[CH2:20][C:19]2[C:14](=[CH:15][CH:16]=[CH:17][CH:18]=2)[CH:13]1[C:21]([O:23]C)=[O:22])=[O:11]. Product: [Cl:4][C:5]1[C:6]([O:30][CH2:31][O:32][CH3:33])=[CH:7][C:8]([O:26][CH2:27][O:28][CH3:29])=[C:9]([CH:25]=1)[C:10]([N:12]1[CH2:20][C:19]2[C:14](=[CH:15][CH:16]=[CH:17][CH:18]=2)[CH:13]1[C:21]([OH:23])=[O:22])=[O:11]. The catalyst class is: 72.